The task is: Predict the reactants needed to synthesize the given product.. This data is from Full USPTO retrosynthesis dataset with 1.9M reactions from patents (1976-2016). (1) Given the product [CH2:12]([NH:11][CH2:10][CH2:9][O:8][CH2:1][C:2]1[CH:7]=[CH:6][CH:5]=[CH:4][CH:3]=1)[C:13]1[CH:18]=[CH:17][CH:16]=[CH:15][CH:14]=1, predict the reactants needed to synthesize it. The reactants are: [CH2:1]([O:8][CH2:9][CH2:10][NH2:11])[C:2]1[CH:7]=[CH:6][CH:5]=[CH:4][CH:3]=1.[CH:12](=O)[C:13]1[CH:18]=[CH:17][CH:16]=[CH:15][CH:14]=1.S([O-])([O-])(=O)=O.[Na+].[Na+]. (2) Given the product [Cl:1][C:2]1[C:10]2[N:9]=[C:8]3[N:11]([C:15]4[CH:20]=[CH:19][C:18]([Cl:21])=[CH:17][C:16]=4[Cl:22])[CH2:12][CH2:13][CH2:14][N:7]3[C:6]=2[C:5]([CH:23]([CH2:31][CH3:32])[CH2:24][C:25](=[O:26])[CH3:33])=[CH:4][CH:3]=1, predict the reactants needed to synthesize it. The reactants are: [Cl:1][C:2]1[C:10]2[N:9]=[C:8]3[N:11]([C:15]4[CH:20]=[CH:19][C:18]([Cl:21])=[CH:17][C:16]=4[Cl:22])[CH2:12][CH2:13][CH2:14][N:7]3[C:6]=2[C:5]([CH:23]([CH2:31][CH3:32])[CH2:24][C:25](N(OC)C)=[O:26])=[CH:4][CH:3]=1.[CH3:33][Mg]Br.[Cl-].[NH4+]. (3) Given the product [Sn:10]([CH:19]([C:20]1[CH:25]=[CH:24][CH:23]=[CH:22][CH:21]=1)[OH:26])([CH2:6][CH2:7][CH2:8][CH3:9])([CH2:11][CH2:12][CH2:13][CH3:14])[CH2:15][CH2:16][CH2:17][CH3:18], predict the reactants needed to synthesize it. The reactants are: C([Mg]Cl)(C)C.[CH2:6]([SnH:10]([CH2:15][CH2:16][CH2:17][CH3:18])[CH2:11][CH2:12][CH2:13][CH3:14])[CH2:7][CH2:8][CH3:9].[CH:19](=[O:26])[C:20]1[CH:25]=[CH:24][CH:23]=[CH:22][CH:21]=1. (4) Given the product [CH:32]1([C:21]2[N:20]=[C:19]([C:17](=[N:16][C:15]3[C:11]([C:9]([N:3]4[CH2:4][CH2:5][CH2:6][CH:2]4[CH3:1])=[O:8])=[N:12][N:13]([CH3:35])[CH:14]=3)[OH:18])[C:24]([NH:25][C:26]3[CH:31]=[N:30][CH:29]=[N:28][CH:27]=3)=[CH:23][CH:22]=2)[CH2:34][CH2:33]1, predict the reactants needed to synthesize it. The reactants are: [CH3:1][CH:2]1[CH2:6][CH2:5][CH2:4][NH:3]1.C[O:8][C:9]([C:11]1[C:15]([NH:16][C:17]([C:19]2[C:24]([NH:25][C:26]3[CH:27]=[N:28][CH:29]=[N:30][CH:31]=3)=[CH:23][CH:22]=[C:21]([CH:32]3[CH2:34][CH2:33]3)[N:20]=2)=[O:18])=[CH:14][N:13]([CH3:35])[N:12]=1)=O. (5) Given the product [F:1][C:2]1[CH:7]=[CH:6][CH:5]=[C:4]([F:8])[C:3]=1[C:9]1[C:10](=[O:11])[NH:24][N:25]=[C:12]([CH3:20])[C:13]=1[C:14]1[CH:19]=[CH:18][CH:17]=[CH:16][CH:15]=1, predict the reactants needed to synthesize it. The reactants are: [F:1][C:2]1[CH:7]=[CH:6][CH:5]=[C:4]([F:8])[C:3]=1[C:9]1[C:10](=O)[O:11][C:12](O)([CH3:20])[C:13]=1[C:14]1[CH:19]=[CH:18][CH:17]=[CH:16][CH:15]=1.O.[NH2:24][NH2:25]. (6) Given the product [Cl:1][C:2]1[CH:7]=[CH:6][C:5]([S:8]([N:11]([CH2:22][C:23]2[CH:28]=[CH:27][C:26]([O:29][CH3:30])=[C:25]([F:31])[C:24]=2[F:32])[C@H:12]([C:15]2[CH:16]=[CH:17][CH:18]=[CH:19][CH:20]=2)[CH2:13][CH3:14])(=[O:10])=[O:9])=[CH:4][CH:3]=1, predict the reactants needed to synthesize it. The reactants are: [Cl:1][C:2]1[CH:7]=[CH:6][C:5]([S:8]([NH:11][C@H:12]([C:15]2[CH:20]=[CH:19][CH:18]=[CH:17][CH:16]=2)[CH2:13][CH3:14])(=[O:10])=[O:9])=[CH:4][CH:3]=1.Br[CH2:22][C:23]1[CH:28]=[CH:27][C:26]([O:29][CH3:30])=[C:25]([F:31])[C:24]=1[F:32].C(=O)([O-])[O-].[Cs+].[Cs+].O. (7) Given the product [NH2:40][C:17](=[O:18])[CH2:16][O:15][C:13]1[N:14]=[C:9]([C:7]([NH:6][CH2:5][CH:1]2[CH2:4][CH2:3][CH2:2]2)=[O:8])[C:10]([NH:20][C:21]([C:23]2[C:32]3[C:27](=[CH:28][CH:29]=[CH:30][CH:31]=3)[C:26]([CH2:33][N:34]3[CH:38]=[CH:37][N:36]=[N:35]3)=[CH:25][CH:24]=2)=[O:22])=[CH:11][CH:12]=1, predict the reactants needed to synthesize it. The reactants are: [CH:1]1([CH2:5][NH:6][C:7]([C:9]2[N:14]=[C:13]([O:15][CH2:16][C:17](O)=[O:18])[CH:12]=[CH:11][C:10]=2[NH:20][C:21]([C:23]2[C:32]3[C:27](=[CH:28][CH:29]=[CH:30][CH:31]=3)[C:26]([CH2:33][N:34]3[CH:38]=[CH:37][N:36]=[N:35]3)=[CH:25][CH:24]=2)=[O:22])=[O:8])[CH2:4][CH2:3][CH2:2]1.C[N:40](C(ON1N=NC2C=CC=CC1=2)=[N+](C)C)C.[B-](F)(F)(F)F.CCN(C(C)C)C(C)C.[Cl-].[NH4+].